Dataset: P-glycoprotein inhibition data for predicting drug efflux from Broccatelli et al.. Task: Regression/Classification. Given a drug SMILES string, predict its absorption, distribution, metabolism, or excretion properties. Task type varies by dataset: regression for continuous measurements (e.g., permeability, clearance, half-life) or binary classification for categorical outcomes (e.g., BBB penetration, CYP inhibition). Dataset: pgp_broccatelli. (1) The molecule is CC(C)[C@]1(NC(=O)[C@H]2C=C3c4cccc5[nH]cc(c45)C[C@H]3N(C)C2)O[C@]2(O)C3CCCN3C(=O)[C@H](Cc3ccccc3)N2C1=O. The result is 1 (inhibitor). (2) The compound is N#Cc1c2n(c3c(N4CCN(CCc5ccc(F)c(F)c5)CC4)nc(-c4ccncc4)nc13)CCCC2. The result is 1 (inhibitor). (3) The compound is CC(C)(C)NC[C@H](O)COc1ccc(NC(=O)NC2CCCCC2)cc1. The result is 0 (non-inhibitor). (4) The molecule is Nc1c2c(nc3ccccc13)CCCC2. The result is 0 (non-inhibitor). (5) The compound is CO[C@H](CCc1ccccc1)c1ccccc1OC[C@H](O)CN1CCOCC1. The result is 1 (inhibitor). (6) The compound is COc1cc2c(cc1OC)CN(CCc1ccc(NC(=O)c3ccccc3NC(=O)c3cnccn3)cc1)CC2. The result is 1 (inhibitor).